Dataset: Catalyst prediction with 721,799 reactions and 888 catalyst types from USPTO. Task: Predict which catalyst facilitates the given reaction. (1) Reactant: C[O:2][C:3]([C:5]1[C:13]2[C:8](=[C:9]([Cl:15])[CH:10]=[CH:11][C:12]=2[Cl:14])[N:7]([CH2:16][CH2:17][O:18][CH3:19])[CH:6]=1)=[O:4].O.[OH-].[Li+]. Product: [Cl:14][C:12]1[CH:11]=[CH:10][C:9]([Cl:15])=[C:8]2[C:13]=1[C:5]([C:3]([OH:4])=[O:2])=[CH:6][N:7]2[CH2:16][CH2:17][O:18][CH3:19]. The catalyst class is: 87. (2) Reactant: [C:1]1([NH:7][C:8]2[S:9][C:10]([C:20]([OH:22])=O)=[C:11]3[CH2:19][CH2:18][C:14]4[CH:15]=[N:16][O:17][C:13]=4[C:12]=23)[CH:6]=[CH:5][CH:4]=[CH:3][CH:2]=1.[CH3:23][N:24]([CH3:26])[NH2:25].ON1C2C=CC=CC=2N=N1.CCN=C=NCCCN(C)C.C(O)(=O)CC(CC(O)=O)(C(O)=O)O. Product: [CH3:23][N:24]([CH3:26])[NH:25][C:20]([C:10]1[S:9][C:8]([NH:7][C:1]2[CH:6]=[CH:5][CH:4]=[CH:3][CH:2]=2)=[C:12]2[C:13]3[O:17][N:16]=[CH:15][C:14]=3[CH2:18][CH2:19][C:11]=12)=[O:22]. The catalyst class is: 3. (3) The catalyst class is: 3. Reactant: F[C:2]1[N:7]=[CH:6][C:5]([C:8]2[NH:9][C:10]3[C:15]([CH:16]=2)=[CH:14][CH:13]=[C:12]([CH3:17])[CH:11]=3)=[CH:4][CH:3]=1.[NH:18]1[CH:22]=[N:21][CH:20]=[N:19]1.C([O-])([O-])=O.[Cs+].[Cs+]. Product: [CH3:17][C:12]1[CH:11]=[C:10]2[C:15]([CH:16]=[C:8]([C:5]3[CH:6]=[N:7][C:2]([N:18]4[CH:22]=[N:21][CH:20]=[N:19]4)=[CH:3][CH:4]=3)[NH:9]2)=[CH:14][CH:13]=1. (4) Reactant: [CH2:1]([N:8]1[CH:12](O)[C:11]([CH2:14][C:15]([F:18])([F:17])[F:16])=[CH:10][C:9]1=[O:19])[C:2]1[CH:7]=[CH:6][CH:5]=[CH:4][CH:3]=1. Product: [CH2:1]([N:8]1[CH2:12][CH:11]([CH2:14][C:15]([F:17])([F:18])[F:16])[CH2:10][C:9]1=[O:19])[C:2]1[CH:3]=[CH:4][CH:5]=[CH:6][CH:7]=1. The catalyst class is: 32. (5) Reactant: C(NCC[C:8]1[CH:13]=[CH:12][C:11]([OH:14])=[CH:10][CH:9]=1)(=O)CC.[C:15]1(P([C:15]2[CH:20]=[CH:19][CH:18]=[CH:17][CH:16]=2)[C:15]2[CH:20]=[CH:19][CH:18]=[CH:17][CH:16]=2)[CH:20]=[CH:19][CH:18]=[CH:17][CH:16]=1.CCOC(/N=N/C(OCC)=O)=O. Product: [C:15]1([O:14][C:11]2[CH:10]=[CH:9][CH:8]=[CH:13][CH:12]=2)[CH:20]=[CH:19][CH:18]=[CH:17][CH:16]=1. The catalyst class is: 7. (6) Reactant: [C:9](O[C:9]([O:11][C:12]([CH3:15])([CH3:14])[CH3:13])=[O:10])([O:11][C:12]([CH3:15])([CH3:14])[CH3:13])=[O:10].[NH:16]1[CH2:21][CH2:20][NH:19][CH2:18][CH2:17]1. Product: [C:9]([N:16]1[CH2:21][CH2:20][NH:19][CH2:18][CH2:17]1)([O:11][C:12]([CH3:13])([CH3:14])[CH3:15])=[O:10]. The catalyst class is: 4.